This data is from Forward reaction prediction with 1.9M reactions from USPTO patents (1976-2016). The task is: Predict the product of the given reaction. (1) Given the reactants [C:1]([CH:5]1[CH2:10][CH2:9][CH:8]([C:11]([OH:13])=O)[CH2:7][CH2:6]1)([CH3:4])([CH3:3])[CH3:2].C(Cl)(=O)C(Cl)=O.N1C=CC=CC=1.[NH2:26][C:27]1[CH:32]=[CH:31][N:30]=[CH:29][CH:28]=1, predict the reaction product. The product is: [N:30]1[CH:31]=[CH:32][C:27]([NH:26][C:11]([CH:8]2[CH2:7][CH2:6][CH:5]([C:1]([CH3:2])([CH3:3])[CH3:4])[CH2:10][CH2:9]2)=[O:13])=[CH:28][CH:29]=1. (2) Given the reactants [CH3:1][C:2]1[CH2:3][C:4]2[C:5]([CH:19]=1)=[CH:6][C:7]1[C:8]([CH3:18])([CH3:17])[C:9]3[C:14]([C:15]=1[CH:16]=2)=[CH:13][CH:12]=[CH:11][CH:10]=3.C([Li])CCC.C(N)(C)(C)C.[C:30]([NH:34][Si:35](C1C2C(=CC3C(C)(C)C4C(C=3C=2)=CC=CC=4)C=C1C)([CH3:37])[CH3:36])([CH3:33])([CH3:32])[CH3:31], predict the reaction product. The product is: [C:30]([NH:34][Si:35]([CH:19]1[C:5]2=[CH:6][C:7]3[C:8]([CH3:18])([CH3:17])[C:9]4[C:14]([C:15]=3[CH:16]=[C:4]2[CH:3]=[C:2]1[CH3:1])=[CH:13][CH:12]=[CH:11][CH:10]=4)([CH3:37])[CH3:36])([CH3:33])([CH3:32])[CH3:31]. (3) Given the reactants [CH3:1][O:2][C:3]1[CH:4]=[C:5]2[C:10](=[CH:11][CH:12]=1)[N:9]=[CH:8][C:7]([CH:13]=[O:14])=[CH:6]2.[BH4-].[Na+], predict the reaction product. The product is: [CH3:1][O:2][C:3]1[CH:4]=[C:5]2[C:10](=[CH:11][CH:12]=1)[N:9]=[CH:8][C:7]([CH2:13][OH:14])=[CH:6]2. (4) Given the reactants C[C:2]1[CH:3]=[CH:4][C:5]([C@@H:8]([NH:10][C:11]([C@H:13]2[CH2:15][C@@H:14]2[C:16]2[CH:21]=[CH:20][CH:19]=[CH:18][CH:17]=2)=[O:12])[CH3:9])=[N:6][CH:7]=1.Cl.[NH2:23][C@H:24](C1C=CC(C#N)=NC=1)C, predict the reaction product. The product is: [C:7]([C:2]1[N:23]=[CH:24][C:5]([C@@H:8]([NH:10][C:11]([C@H:13]2[CH2:15][C@@H:14]2[C:16]2[CH:17]=[CH:18][CH:19]=[CH:20][CH:21]=2)=[O:12])[CH3:9])=[CH:4][CH:3]=1)#[N:6]. (5) Given the reactants Cl[C:2]1[CH:7]=[CH:6][C:5]([NH:8][C:9]2[N:10]=[N:11][CH:12]=[C:13](C3C=CC(O)=CC=3)[N:14]=2)=[CH:4][C:3]=1C(F)(F)F.[CH3:26][C:27](C)([O-:29])[CH3:28].[K+].[CH3:32][NH:33][C:34]([C:36]1[CH:41]=[C:40](Cl)[CH:39]=[CH:38][N:37]=1)=[O:35].[C:43]([O-])([O-])=O.[K+].[K+].C(O[CH2:53][CH3:54])(=O)C, predict the reaction product. The product is: [CH3:32][NH:33][C:34]([C:36]1[CH:41]=[C:40]([O:29][C:27]2[CH:28]=[CH:54][C:53]([C:12]3[N:11]=[N:10][C:9]([NH:8][C:5]4[CH:4]=[CH:3][CH:2]=[CH:7][CH:6]=4)=[N:14][CH:13]=3)=[CH:43][CH:26]=2)[CH:39]=[CH:38][N:37]=1)=[O:35]. (6) The product is: [CH:1]1([C:6]2([CH2:17][CH2:18][C:19]3[CH:24]=[C:23]([CH2:25][CH3:26])[C:22]([OH:27])=[CH:21][C:20]=3[O:28][CH2:29][CH2:30][CH3:31])[O:32][C:10](=[O:16])[CH2:9][C:8](=[O:13])[CH2:7]2)[CH2:2][CH2:3][CH2:4][CH2:5]1. Given the reactants [CH:1]1([C:6]([OH:32])([CH2:17][CH2:18][C:19]2[CH:24]=[C:23]([CH2:25][CH3:26])[C:22]([OH:27])=[CH:21][C:20]=2[O:28][CH2:29][CH2:30][CH3:31])[CH2:7][C:8]2[O:13]C(C)(C)O[C:10](=[O:16])[CH:9]=2)[CH2:5][CH2:4][CH2:3][CH2:2]1.C(=O)([O-])[O-].[K+].[K+], predict the reaction product. (7) Given the reactants [O:1]1[C:5]2[CH:6]=[CH:7][C:8]([C:10]3[S:11][CH:12]=[C:13]([C:15]([OH:17])=O)[N:14]=3)=[CH:9][C:4]=2[CH2:3][CH2:2]1.[NH:18]1[C:22]([NH2:23])=[N:21][CH:20]=[N:19]1.F[P-](F)(F)(F)(F)F.N1([O:40][C:41]([N:45]([CH3:47])C)=[N+](C)C)C2C=CC=CC=2N=N1.N1C=CC=[CH:50][CH:49]=1, predict the reaction product. The product is: [CH:47]1([NH:45][C:41]([C:20]2[N:21]=[C:22]([NH:23][C:15]([C:13]3[N:14]=[C:10]([C:8]4[CH:7]=[CH:6][C:5]5[O:1][CH2:2][CH2:3][C:4]=5[CH:9]=4)[S:11][CH:12]=3)=[O:17])[NH:18][N:19]=2)=[O:40])[CH2:50][CH2:49]1.